From a dataset of TCR-epitope binding with 47,182 pairs between 192 epitopes and 23,139 TCRs. Binary Classification. Given a T-cell receptor sequence (or CDR3 region) and an epitope sequence, predict whether binding occurs between them. (1) The epitope is AVFDRKSDAK. The TCR CDR3 sequence is CASSLDSSNYGYTF. Result: 0 (the TCR does not bind to the epitope). (2) The epitope is IVDTVSALV. The TCR CDR3 sequence is CASSLGNNEQFF. Result: 0 (the TCR does not bind to the epitope). (3) The epitope is KLWAQCVQL. The TCR CDR3 sequence is CASVENTEAFF. Result: 0 (the TCR does not bind to the epitope). (4) The epitope is LPPAYTNSF. Result: 0 (the TCR does not bind to the epitope). The TCR CDR3 sequence is CSVDRQGAVGYTF. (5) The epitope is ITEEVGHTDLMAAY. The TCR CDR3 sequence is CASSGALSYNEQFF. Result: 1 (the TCR binds to the epitope). (6) The epitope is RAKFKQLL. The TCR CDR3 sequence is CASSEPGPTNTEAFF. Result: 1 (the TCR binds to the epitope).